Dataset: Forward reaction prediction with 1.9M reactions from USPTO patents (1976-2016). Task: Predict the product of the given reaction. (1) Given the reactants [CH3:1][O:2][C:3]1[CH:4]=[C:5]2[C:10](=[CH:11][C:12]=1[O:13][CH3:14])[N:9]=[CH:8][N:7]=[C:6]2[O:15][C:16]1[CH:22]=[CH:21][C:19]([NH2:20])=[CH:18][CH:17]=1.[C:23]1(C)C=C[CH:26]=[CH:25][CH:24]=1.[CH2:30]([N:32]([CH2:35]C)CC)C.ClC(Cl)([O:40][C:41](=O)[O:42]C(Cl)(Cl)Cl)Cl, predict the reaction product. The product is: [CH3:1][O:2][C:3]1[CH:4]=[C:5]2[C:10](=[CH:11][C:12]=1[O:13][CH3:14])[N:9]=[CH:8][N:7]=[C:6]2[O:15][C:16]1[CH:22]=[CH:21][C:19]([NH:20][C:41](=[O:40])[O:42][CH2:23][CH2:24][CH2:25][CH2:26][N:32]([CH3:35])[CH3:30])=[CH:18][CH:17]=1. (2) Given the reactants [CH:1]1([C:5]2[C:26]([C:27]3[NH:28][C:29]([CH2:32][O:33][CH3:34])=[CH:30][N:31]=3)=[CH:25][C:8]([C:9]([N:11]3[CH2:16][CH2:15][CH:14]([C:17]4[CH:24]=[CH:23][C:20]([C:21]#[N:22])=[CH:19][CH:18]=4)[CH2:13][CH2:12]3)=[O:10])=[C:7]([CH3:35])[CH:6]=2)[CH2:4][CH2:3][CH2:2]1.Cl.[F:37]C1(C2C=CC(C#N)=CC=2)CCNCC1.Cl.N1CCC(C2C=CC(C#N)=CC=2)CC1, predict the reaction product. The product is: [CH:1]1([C:5]2[C:26]([C:27]3[NH:28][C:29]([CH2:32][O:33][CH3:34])=[CH:30][N:31]=3)=[CH:25][C:8]([C:9]([N:11]3[CH2:12][CH2:13][C:14]([C:17]4[CH:18]=[CH:19][C:20]([C:21]#[N:22])=[CH:23][CH:24]=4)([F:37])[CH2:15][CH2:16]3)=[O:10])=[C:7]([CH3:35])[CH:6]=2)[CH2:4][CH2:3][CH2:2]1. (3) Given the reactants COC(C1C=C(O)C2C(=C(OCC3C=CC=CC=3)C=C(C#CCOCC3C=CC=CC=3)C=2)N=1)=O.C([O:42][C:43]([C:45]1[CH:54]=[C:53]([O:55]CC2C=CC=CC=2)[C:52]2[C:47](=[C:48]([O:74]CC3C=CC=CC=3)[C:49]([C:63]#[C:64][CH2:65][O:66]CC3C=CC=CC=3)=[CH:50][CH:51]=2)[N:46]=1)=[O:44])C1C=CC=CC=1, predict the reaction product. The product is: [OH:55][C:53]1[C:52]2[C:47](=[C:48]([OH:74])[C:49]([CH2:63][CH2:64][CH2:65][OH:66])=[CH:50][CH:51]=2)[N:46]=[C:45]([C:43]([OH:44])=[O:42])[CH:54]=1. (4) The product is: [N:1]([CH2:11][C:10]1[CH:9]=[CH:8][C:7]([C:6]([F:5])([F:15])[F:16])=[CH:14][CH:13]=1)=[N+:2]=[N-:3]. Given the reactants [N-:1]=[N+:2]=[N-:3].[Na+].[F:5][C:6]([F:16])([F:15])[C:7]1[CH:14]=[CH:13][C:10]([CH2:11]Br)=[CH:9][CH:8]=1, predict the reaction product. (5) Given the reactants [OH:1][C@H:2]1[CH2:7][CH2:6][C@H:5]([NH:8][C:9]2[N:18]=[CH:17][C:16]3[C:11](=[CH:12][C:13]([C:19]([O:21]C)=[O:20])=[CH:14][CH:15]=3)[N:10]=2)[CH2:4][CH2:3]1.CO.[OH-].[Na+].Cl, predict the reaction product. The product is: [OH:1][C@H:2]1[CH2:7][CH2:6][C@H:5]([NH:8][C:9]2[N:18]=[CH:17][C:16]3[C:11](=[CH:12][C:13]([C:19]([OH:21])=[O:20])=[CH:14][CH:15]=3)[N:10]=2)[CH2:4][CH2:3]1. (6) Given the reactants [CH2:1]([NH:3][C:4]1[C:9]2[C:10]([C:13]3[CH:18]=[CH:17][CH:16]=[CH:15][N:14]=3)=[N:11][NH:12][C:8]=2[CH:7]=[CH:6][N:5]=1)[CH3:2].[CH2:19]([NH:21]C1C2C([Sn](C)(C)C)=NN(CC3C=CC(OC)=CC=3)C=2C=CN=1)C.BrC1C=C(C=CN=1)C#N, predict the reaction product. The product is: [CH2:1]([NH:3][C:4]1[C:9]2[C:10]([C:13]3[CH:18]=[C:17]([CH:16]=[CH:15][N:14]=3)[C:19]#[N:21])=[N:11][NH:12][C:8]=2[CH:7]=[CH:6][N:5]=1)[CH3:2]. (7) Given the reactants [OH:1][CH:2]1[CH2:6][CH2:5][O:4][CH2:3]1.Cl[C:8]1[CH:9]=[CH:10][C:11]([N+:23]([O-:25])=[O:24])=[C:12]([CH2:14][NH:15][C:16](=[O:22])[O:17][C:18]([CH3:21])([CH3:20])[CH3:19])[CH:13]=1.[H-].[Na+], predict the reaction product. The product is: [C:18]([O:17][C:16](=[O:22])[NH:15][CH2:14][C:12]1[CH:13]=[C:8]([O:1][CH:2]2[CH2:6][CH2:5][O:4][CH2:3]2)[CH:9]=[CH:10][C:11]=1[N+:23]([O-:25])=[O:24])([CH3:21])([CH3:19])[CH3:20]. (8) Given the reactants [CH3:1][O:2][C:3]1[CH:43]=[CH:42][C:6]([CH2:7][N:8]([CH2:33][C:34]2[CH:39]=[CH:38][C:37]([O:40][CH3:41])=[CH:36][CH:35]=2)[C:9]2[N:14]=[C:13]([CH3:15])[N:12]=[C:11]([C:16]3[C:17]([NH:24][C:25]4[CH:26]=[N:27][C:28]([O:31][CH3:32])=[CH:29][CH:30]=4)=[N:18][CH:19]=[C:20]([CH:23]=3)[CH:21]=O)[N:10]=2)=[CH:5][CH:4]=1.[C:44]1([CH3:50])[CH:49]=CC=CC=1.CO.[C:53]([BH3-])#[N:54].[Na+].[C:57](O)(=[O:59])C, predict the reaction product. The product is: [CH3:41][O:40][C:37]1[CH:38]=[CH:39][C:34]([CH2:33][N:8]([CH2:7][C:6]2[CH:5]=[CH:4][C:3]([O:2][CH3:1])=[CH:43][CH:42]=2)[C:9]2[N:10]=[C:11]([C:16]3[C:17]([NH:24][C:25]4[CH:26]=[N:27][C:28]([O:31][CH3:32])=[CH:29][CH:30]=4)=[N:18][CH:19]=[C:20]([CH2:21][N:54]4[CH2:53][CH2:57][O:59][CH2:49][C@@H:44]4[CH3:50])[CH:23]=3)[N:12]=[C:13]([CH3:15])[N:14]=2)=[CH:35][CH:36]=1.